This data is from Full USPTO retrosynthesis dataset with 1.9M reactions from patents (1976-2016). The task is: Predict the reactants needed to synthesize the given product. (1) The reactants are: [CH3:1][C@H:2]1[NH:7][CH2:6][CH2:5][N:4]([C:8]([C:10]2[CH:15]=[CH:14][CH:13]=[CH:12][CH:11]=2)=[O:9])[CH2:3]1.[Br:16][CH:17]([CH3:21])[C:18](O)=[O:19].F[P-](F)(F)(F)(F)F.N1(OC(N(C)C)=[N+](C)C)C2C=CC=CC=2N=N1.C(N(CC)CC)C. Given the product [C:8]([N:4]1[CH2:5][CH2:6][N:7]([C:18](=[O:19])[CH:17]([Br:16])[CH3:21])[C@H:2]([CH3:1])[CH2:3]1)(=[O:9])[C:10]1[CH:15]=[CH:14][CH:13]=[CH:12][CH:11]=1, predict the reactants needed to synthesize it. (2) Given the product [Br:16][CH:11]1[C:10](=[O:15])[CH:9]([C:3]2[CH:4]=[C:5]([CH3:8])[CH:6]=[CH:7][C:2]=2[CH3:1])[CH2:14][CH2:13][CH2:12]1, predict the reactants needed to synthesize it. The reactants are: [CH3:1][C:2]1[CH:7]=[CH:6][C:5]([CH3:8])=[CH:4][C:3]=1[CH:9]1[CH2:14][CH2:13][CH2:12][CH2:11][C:10]1=[O:15].[Br:16]Br. (3) Given the product [C:1]([C:5]1[O:9][N:8]=[C:7]([NH:10][C:11]([NH:13][C:14]2[CH:19]=[CH:18][CH:17]=[C:16]([S:20][C:21]3[C:30]4[C:25](=[CH:26][C:27]([O:33][CH2:34][CH2:35][N:41]5[CH2:42][CH2:43][N:38]([CH3:37])[CH2:39][CH2:40]5)=[C:28]([O:31][CH3:32])[CH:29]=4)[N:24]=[CH:23][N:22]=3)[CH:15]=2)=[O:12])[CH:6]=1)([CH3:4])([CH3:3])[CH3:2], predict the reactants needed to synthesize it. The reactants are: [C:1]([C:5]1[O:9][N:8]=[C:7]([NH:10][C:11]([NH:13][C:14]2[CH:19]=[CH:18][CH:17]=[C:16]([S:20][C:21]3[C:30]4[C:25](=[CH:26][C:27]([O:33][CH2:34][CH2:35]Cl)=[C:28]([O:31][CH3:32])[CH:29]=4)[N:24]=[CH:23][N:22]=3)[CH:15]=2)=[O:12])[CH:6]=1)([CH3:4])([CH3:3])[CH3:2].[CH3:37][N:38]1[CH2:43][CH2:42][NH:41][CH2:40][CH2:39]1.C(N(C(C)C)CC)(C)C.